Regression/Classification. Given a drug SMILES string, predict its absorption, distribution, metabolism, or excretion properties. Task type varies by dataset: regression for continuous measurements (e.g., permeability, clearance, half-life) or binary classification for categorical outcomes (e.g., BBB penetration, CYP inhibition). Dataset: cyp2d6_veith. From a dataset of CYP2D6 inhibition data for predicting drug metabolism from PubChem BioAssay. The drug is OCCNc1nc2ccccc2[nH]1. The result is 0 (non-inhibitor).